From a dataset of Reaction yield outcomes from USPTO patents with 853,638 reactions. Predict the reaction yield, written as a fraction of the theoretical maximum amount of product (1.0 means a 100% yield; for example, 0.34 means a 34% yield). (1) The reactants are [Cl:1][C:2]1[NH:6][N:5]=[CH:4][CH:3]=1.[N+:7]([O-])([OH:9])=[O:8]. The catalyst is C(O)(=O)C.C(OC(=O)C)(=O)C.O. The product is [Cl:1][C:2]1[N:6]([N+:7]([O-:9])=[O:8])[N:5]=[CH:4][CH:3]=1. The yield is 0.350. (2) The reactants are [Cl:1][C:2]1[C:7]([S:8]([NH2:11])(=[O:10])=[O:9])=[C:6]([OH:12])[C:5]([NH:13][C:14]2[C:17](=[O:18])[C:16](=[O:19])[C:15]=2Cl)=[CH:4][CH:3]=1.[O:21]([C:28]1[CH:34]=[CH:33][CH:32]=[CH:31][C:29]=1[NH2:30])[C:22]1[CH:27]=[CH:26][CH:25]=[CH:24][CH:23]=1. The catalyst is CS(C)=O. The product is [O:21]([C:28]1[CH:34]=[CH:33][CH:32]=[CH:31][C:29]=1[NH:30][C:15]1[C:16](=[O:19])[C:17](=[O:18])[C:14]=1[NH:13][C:5]1[C:6]([OH:12])=[C:7]([S:8]([NH2:11])(=[O:10])=[O:9])[C:2]([Cl:1])=[CH:3][CH:4]=1)[C:22]1[CH:23]=[CH:24][CH:25]=[CH:26][CH:27]=1. The yield is 0.240.